This data is from Forward reaction prediction with 1.9M reactions from USPTO patents (1976-2016). The task is: Predict the product of the given reaction. Given the reactants [F:1][C:2]1[C:7]([F:8])=[CH:6][CH:5]=[CH:4][C:3]=1[C@@:9]1([NH:20][C:21]([NH:23][C:24](=[O:31])[C:25]2[CH:30]=[CH:29][CH:28]=[CH:27][CH:26]=2)=[S:22])[C@H:13]([CH2:14]O)[C@@H:12]([C:16]([F:19])([F:18])[F:17])[O:11][CH2:10]1.FC(F)(F)S(OS(C(F)(F)F)(=O)=O)(=O)=O, predict the reaction product. The product is: [F:1][C:2]1[C:7]([F:8])=[CH:6][CH:5]=[CH:4][C:3]=1[C@:9]12[CH2:10][O:11][C@H:12]([C:16]([F:18])([F:17])[F:19])[C@H:13]1[CH2:14][S:22][C:21]([NH:23][C:24](=[O:31])[C:25]1[CH:30]=[CH:29][CH:28]=[CH:27][CH:26]=1)=[N:20]2.